From a dataset of Reaction yield outcomes from USPTO patents with 853,638 reactions. Predict the reaction yield, written as a fraction of the theoretical maximum amount of product (1.0 means a 100% yield; for example, 0.34 means a 34% yield). (1) The reactants are [C:1]([O:5][C:6]([NH:8][CH2:9][C@@H:10]1[CH2:15][CH2:14][C@H:13]([C:16]([O:18]CCCC)=[O:17])[CH2:12][CH2:11]1)=[O:7])([CH3:4])([CH3:3])[CH3:2].[OH-].[Na+]. The catalyst is CO. The product is [C:1]([O:5][C:6]([NH:8][CH2:9][C@@H:10]1[CH2:11][CH2:12][C@H:13]([C:16]([OH:18])=[O:17])[CH2:14][CH2:15]1)=[O:7])([CH3:4])([CH3:2])[CH3:3]. The yield is 0.920. (2) The reactants are CO[C:3]([C:5]1[S:6][CH:7]=[CH:8][CH:9]=1)=[O:4].[CH3:10][N:11]([CH3:16])[S:12]([CH3:15])(=[O:14])=[O:13].[H-].[Na+]. The product is [CH3:10][N:11]([CH3:16])[S:12]([CH2:15][C:3]([C:5]1[S:6][CH:7]=[CH:8][CH:9]=1)=[O:4])(=[O:14])=[O:13]. The catalyst is COCCOC. The yield is 0.0700. (3) The reactants are C[O:2][C:3](=[O:28])[C@@H:4]([N:12]1[CH2:16][C:15]2=[CH:17][C:18]3[C:19]([O:25][CH3:26])=[CH:20][CH:21]=[CH:22][C:23]=3[O:24][CH:14]2[C:13]1=[O:27])[CH2:5][CH:6]1[CH2:11][CH2:10][CH2:9][CH2:8][CH2:7]1.O.[OH-].[Li+]. The catalyst is O1CCCC1.O. The product is [CH3:26][O:25][C:19]1[C:18]2[CH2:17][C:15]3[CH2:16][N:12]([C@@H:4]([CH2:5][CH:6]4[CH2:11][CH2:10][CH2:9][CH2:8][CH2:7]4)[C:3]([OH:28])=[O:2])[C:13](=[O:27])[C:14]=3[O:24][C:23]=2[CH:22]=[CH:21][CH:20]=1. The yield is 0.957. (4) The reactants are [Cl:1][C:2]1[N:3]=[C:4]([C:9]([NH:11][C@H:12]2[CH2:17][CH2:16][N:15]([C:18]3[S:19][C:20]([C:25]([O:27][CH2:28][CH3:29])=[O:26])=[C:21]([CH2:23][OH:24])[N:22]=3)[CH2:14][C@H:13]2[O:30][CH3:31])=[O:10])[NH:5][C:6]=1[CH2:7][CH3:8].CC(OI1(OC(C)=O)(OC(C)=O)OC(=O)C2C=CC=CC1=2)=O.C(=O)(O)[O-].[Na+]. The catalyst is ClCCl. The product is [Cl:1][C:2]1[N:3]=[C:4]([C:9]([NH:11][C@H:12]2[CH2:17][CH2:16][N:15]([C:18]3[S:19][C:20]([C:25]([O:27][CH2:28][CH3:29])=[O:26])=[C:21]([CH:23]=[O:24])[N:22]=3)[CH2:14][C@H:13]2[O:30][CH3:31])=[O:10])[NH:5][C:6]=1[CH2:7][CH3:8]. The yield is 0.920. (5) The catalyst is CO. The product is [NH2:1][C:2]1[N:7]=[CH:6][C:5]([C:8]2[CH:9]=[N:10][N:11]([CH2:13][CH:14]3[CH2:16][CH:15]3[C:17]([OH:19])=[O:18])[CH:12]=2)=[CH:4][C:3]=1[O:22][CH:23]([C:25]1[C:30]([Cl:31])=[CH:29][CH:28]=[C:27]([F:32])[C:26]=1[Cl:33])[CH3:24]. The reactants are [NH2:1][C:2]1[N:7]=[CH:6][C:5]([C:8]2[CH:9]=[N:10][N:11]([CH2:13][CH:14]3[CH2:16][CH:15]3[C:17]([O:19]CC)=[O:18])[CH:12]=2)=[CH:4][C:3]=1[O:22][CH:23]([C:25]1[C:30]([Cl:31])=[CH:29][CH:28]=[C:27]([F:32])[C:26]=1[Cl:33])[CH3:24].[OH-].[Na+]. The yield is 0.920. (6) The reactants are [C:1]([O:5][C:6]([N:8]([CH2:10][C:11]([OH:13])=O)[CH3:9])=[O:7])([CH3:4])([CH3:3])[CH3:2].CCN(CC)CC.ClC(OCC(C)C)=O.Cl.[CH2:30]([O:32][C:33](=[O:37])[CH2:34][NH:35][CH3:36])[CH3:31]. The catalyst is C(Cl)Cl. The product is [CH2:30]([O:32][C:33](=[O:37])[CH2:34][N:35]([C:11](=[O:13])[CH2:10][N:8]([C:6]([O:5][C:1]([CH3:2])([CH3:3])[CH3:4])=[O:7])[CH3:9])[CH3:36])[CH3:31]. The yield is 0.220. (7) The reactants are [CH2:1]([C:5]1[N:10]=[C:9]([CH3:11])[N:8]([C:12]2[CH:17]=[CH:16][C:15]([O:18][CH:19]3[CH2:24][CH2:23][CH:22]([OH:25])[CH2:21][CH2:20]3)=[CH:14][CH:13]=2)[C:7](=[O:26])[C:6]=1[CH2:27][C:28]1[CH:33]=[CH:32][C:31]([C:34]2[CH:39]=[CH:38][CH:37]=[CH:36][C:35]=2[C:40]2[NH:44][C:43](=[O:45])[O:42][N:41]=2)=[CH:30][CH:29]=1)[CH2:2][CH2:3][CH3:4].CC(OI1(OC(C)=O)(OC(C)=O)OC(=O)C2C1=CC=CC=2)=O. The catalyst is ClCCl.C(OCC)(=O)C. The product is [CH2:1]([C:5]1[N:10]=[C:9]([CH3:11])[N:8]([C:12]2[CH:17]=[CH:16][C:15]([O:18][CH:19]3[CH2:24][CH2:23][C:22](=[O:25])[CH2:21][CH2:20]3)=[CH:14][CH:13]=2)[C:7](=[O:26])[C:6]=1[CH2:27][C:28]1[CH:33]=[CH:32][C:31]([C:34]2[CH:39]=[CH:38][CH:37]=[CH:36][C:35]=2[C:40]2[NH:44][C:43](=[O:45])[O:42][N:41]=2)=[CH:30][CH:29]=1)[CH2:2][CH2:3][CH3:4]. The yield is 0.930. (8) The reactants are [C:1]([C:3]1[CH:4]=[CH:5][C:6]2[O:10][C:9]([C:11](O)=[O:12])=[C:8]([CH3:14])[C:7]=2[CH:15]=1)#[N:2].C(Cl)(=O)C(Cl)=O.[H-].C(O[Al](OCC(C)C)OCC(C)C)C(C)C.[Li+].Cl. The catalyst is O1CCCC1.CN(C)C=O.[O-2].[O-2].[Mn+4]. The product is [CH:11]([C:9]1[O:10][C:6]2[CH:5]=[CH:4][C:3]([C:1]#[N:2])=[CH:15][C:7]=2[C:8]=1[CH3:14])=[O:12]. The yield is 0.630. (9) The reactants are [Cl:1][C:2]1[CH:7]=[C:6]([Cl:8])[CH:5]=[CH:4][C:3]=1B(O)O.Br[C:13]1[CH:20]=[CH:19][C:16]([C:17]#[N:18])=[C:15]([F:21])[CH:14]=1.C(=O)([O-])[O-].[Na+].[Na+].C1(C)C=CC=CC=1. The catalyst is [Pd].C1(P(C2C=CC=CC=2)C2C=CC=CC=2)C=CC=CC=1.C1(P(C2C=CC=CC=2)C2C=CC=CC=2)C=CC=CC=1.C1(P(C2C=CC=CC=2)C2C=CC=CC=2)C=CC=CC=1.C1(P(C2C=CC=CC=2)C2C=CC=CC=2)C=CC=CC=1.O.C(O)C. The product is [F:21][C:15]1[CH:14]=[C:13]([C:3]2[CH:4]=[CH:5][C:6]([Cl:8])=[CH:7][C:2]=2[Cl:1])[CH:20]=[CH:19][C:16]=1[C:17]#[N:18]. The yield is 0.930.